From a dataset of SARS-CoV-2 main protease (3CLPro) crystallographic fragment screen with 879 compounds. Binary Classification. Given a drug SMILES string, predict its activity (active/inactive) in a high-throughput screening assay against a specified biological target. (1) The drug is CC(=O)NC(CC(N)=O)C(=O)NCC#CBr. The result is 1 (active). (2) The compound is Cc1sc2ncnc(N(C)C)c2c1C. The result is 0 (inactive). (3) The molecule is CCOC(=O)c1cc(-c2ccc(F)cc2)no1. The result is 0 (inactive). (4) The drug is Nc1nccc(-c2ccc(Cl)cc2)n1. The result is 0 (inactive). (5) The result is 0 (inactive). The compound is O=S1(=O)CCC1. (6) The molecule is COC(=O)[C@H]1COC[C@H]1c1cccnc1. The result is 0 (inactive). (7) The drug is CNCc1cccc(OC)n1. The result is 0 (inactive). (8) The drug is Cc1cc(C(=O)NCc2cccs2)no1. The result is 0 (inactive). (9) The drug is CNC(=O)c1cccc2cc[nH]c12. The result is 0 (inactive).